This data is from Full USPTO retrosynthesis dataset with 1.9M reactions from patents (1976-2016). The task is: Predict the reactants needed to synthesize the given product. (1) Given the product [S:14]1[CH:18]=[C:17]([N:13]([CH3:25])[C@H:10]2[CH2:11][CH2:12][N:8]([C:5]3[CH:6]=[N:7][C:2]([F:1])=[CH:3][CH:4]=3)[CH2:9]2)[C:16]2[CH:21]=[CH:22][CH:23]=[CH:24][C:15]1=2, predict the reactants needed to synthesize it. The reactants are: [F:1][C:2]1[N:7]=[CH:6][C:5]([N:8]2[CH2:12][CH2:11][C@H:10]([NH2:13])[CH2:9]2)=[CH:4][CH:3]=1.[S:14]1[CH:18]=[C:17](C=O)[C:16]2[CH:21]=[CH:22][CH:23]=[CH:24][C:15]1=2.[CH2:25](O)C(N)(CO)CO.[BH4-].[Na+]. (2) Given the product [CH:29]1([O:22][C:17]2[C:16]([O:15][C:6]3[C:5]4[C:10](=[CH:11][C:12]([O:13][CH3:14])=[C:3]([O:2][CH3:1])[CH:4]=4)[N:9]=[CH:8][CH:7]=3)=[CH:21][CH:20]=[CH:19][N:18]=2)[CH2:33][CH2:32][CH2:31][CH2:30]1, predict the reactants needed to synthesize it. The reactants are: [CH3:1][O:2][C:3]1[CH:4]=[C:5]2[C:10](=[CH:11][C:12]=1[O:13][CH3:14])[N:9]=[CH:8][CH:7]=[C:6]2[O:15][C:16]1[C:17]([OH:22])=[N:18][CH:19]=[CH:20][CH:21]=1.C(=O)([O-])[O-].[K+].[K+].[CH:29]1(Br)[CH2:33][CH2:32][CH2:31][CH2:30]1.O. (3) Given the product [O:29]=[C:28]1[C:27]2[C:22](=[CH:23][CH:24]=[CH:25][CH:26]=2)[C:21](=[O:30])[N:20]1[CH2:19][C@H:9]1[CH2:8][C@H:7]([OH:6])[CH2:11][N:10]1[C:12]([O:14][C:15]([CH3:18])([CH3:17])[CH3:16])=[O:13], predict the reactants needed to synthesize it. The reactants are: CC([Si](C)(C)[O:6][C@@H:7]1[CH2:11][N:10]([C:12]([O:14][C:15]([CH3:18])([CH3:17])[CH3:16])=[O:13])[C@@H:9]([CH2:19][N:20]2[C:28](=[O:29])[C:27]3[C:22](=[CH:23][CH:24]=[CH:25][CH:26]=3)[C:21]2=[O:30])[CH2:8]1)(C)C.[F-].C([N+](CCCC)(CCCC)CCCC)CCC.O. (4) Given the product [CH3:1][C:2]1[CH:3]=[C:4]([OH:20])[CH:5]=[N:6][C:7]=1[C:8]1[CH:13]=[CH:12][C:11]([C:14]([F:17])([F:16])[F:15])=[CH:10][CH:9]=1, predict the reactants needed to synthesize it. The reactants are: [CH3:1][C:2]1[CH:3]=[C:4](N)[CH:5]=[N:6][C:7]=1[C:8]1[CH:13]=[CH:12][C:11]([C:14]([F:17])([F:16])[F:15])=[CH:10][CH:9]=1.[N+]([O-])([O-])=[O:20].[Na+].F[P-](F)(F)(F)(F)F.[H+]. (5) Given the product [C:1]([O:9][C@H:10]1[CH2:14][C@@H:13]([OH:15])[CH2:12][C@@H:11]1[C:23]1[N:27]([CH3:28])[N:26]=[CH:25][CH:24]=1)(=[O:8])[C:2]1[CH:3]=[CH:4][CH:5]=[CH:6][CH:7]=1, predict the reactants needed to synthesize it. The reactants are: [C:1]([O:9][C@H:10]1[CH2:14][C@@H:13]([O:15]CC2C=CC=CC=2)[CH2:12][C@@H:11]1[C:23]1[N:27]([CH3:28])[N:26]=[CH:25][CH:24]=1)(=[O:8])[C:2]1[CH:7]=[CH:6][CH:5]=[CH:4][CH:3]=1. (6) Given the product [CH3:20][N:18]1[CH:19]=[C:15]([N:14]2[C:5]3[C:4]4[CH:3]=[C:2]([C:29]5[CH:28]=[N:27][C:26]([NH:25][CH3:24])=[N:31][CH:30]=5)[CH:11]=[CH:10][C:9]=4[N:8]=[CH:7][C:6]=3[N:12]([CH3:23])[C:13]2=[O:22])[C:16]([CH3:21])=[N:17]1, predict the reactants needed to synthesize it. The reactants are: Br[C:2]1[CH:11]=[CH:10][C:9]2[N:8]=[CH:7][C:6]3[N:12]([CH3:23])[C:13](=[O:22])[N:14]([C:15]4[C:16]([CH3:21])=[N:17][N:18]([CH3:20])[CH:19]=4)[C:5]=3[C:4]=2[CH:3]=1.[CH3:24][NH:25][C:26]1[N:31]=[CH:30][C:29](B2OC(C)(C)C(C)(C)O2)=[CH:28][N:27]=1. (7) Given the product [OH:69][CH2:66][C:67]([N:21]1[CH2:20][CH2:19][C:17]2[N:18]=[C:13]([NH:12][C:9]3[CH:10]=[CH:11][C:6]([C:5]4[O:1][CH:2]=[N:3][CH:4]=4)=[CH:7][CH:8]=3)[N:14]=[C:15]([N:23]([CH2:24][CH2:25][OH:26])[C:27]3[CH:28]=[CH:29][CH:30]=[CH:31][CH:32]=3)[C:16]=2[CH2:22]1)=[O:68], predict the reactants needed to synthesize it. The reactants are: [O:1]1[C:5]([C:6]2[CH:11]=[CH:10][C:9]([NH:12][C:13]3[N:14]=[C:15]([N:23]([C:27]4[CH:32]=[CH:31][CH:30]=[CH:29][CH:28]=4)[CH2:24][CH2:25][OH:26])[C:16]4[CH2:22][NH:21][CH2:20][CH2:19][C:17]=4[N:18]=3)=[CH:8][CH:7]=2)=[CH:4][N:3]=[CH:2]1.C(N(C(C)C)C(C)C)C.F[P-](F)(F)(F)(F)F.N1(OC(N(C)C)=[N+](C)C)C2C=CC=CC=2N=N1.[C:66](O)(=[O:69])[CH2:67][OH:68].